Dataset: Peptide-MHC class I binding affinity with 185,985 pairs from IEDB/IMGT. Task: Regression. Given a peptide amino acid sequence and an MHC pseudo amino acid sequence, predict their binding affinity value. This is MHC class I binding data. (1) The peptide sequence is VLIGQGDV. The MHC is H-2-Kb with pseudo-sequence H-2-Kb. The binding affinity (normalized) is 0.0735. (2) The peptide sequence is RPAIVVVAF. The MHC is HLA-B07:02 with pseudo-sequence HLA-B07:02. The binding affinity (normalized) is 0.233. (3) The peptide sequence is SLLNATDIAV. The MHC is HLA-B18:01 with pseudo-sequence HLA-B18:01. The binding affinity (normalized) is 0.